From a dataset of Catalyst prediction with 721,799 reactions and 888 catalyst types from USPTO. Predict which catalyst facilitates the given reaction. (1) Reactant: [CH2:1]([O:3][C:4]([C:6]1[N:7]=[C:8]([C:11]2([F:24])[CH2:16][CH2:15][N:14](C(OCCCC)=O)[CH2:13][CH2:12]2)[S:9][CH:10]=1)=[O:5])[CH3:2].[ClH:25]. Product: [Cl-:25].[CH2:1]([O:3][C:4]([C:6]1[N:7]=[C:8]([C:11]2([F:24])[CH2:16][CH2:15][NH2+:14][CH2:13][CH2:12]2)[S:9][CH:10]=1)=[O:5])[CH3:2]. The catalyst class is: 12. (2) The catalyst class is: 5. Reactant: [Br:1][C:2]1[CH:3]=[C:4]2[C:10]([C:11]3[O:15][C:14]([CH2:16][NH:17]C(=O)C)=[CH:13][CH:12]=3)=[C:9]([C:21]3[CH:26]=[CH:25][CH:24]=[CH:23][CH:22]=3)[NH:8][C:5]2=[N:6][CH:7]=1.[OH-].[K+]. Product: [Br:1][C:2]1[CH:3]=[C:4]2[C:10]([C:11]3[O:15][C:14]([CH2:16][NH2:17])=[CH:13][CH:12]=3)=[C:9]([C:21]3[CH:22]=[CH:23][CH:24]=[CH:25][CH:26]=3)[NH:8][C:5]2=[N:6][CH:7]=1.